This data is from Forward reaction prediction with 1.9M reactions from USPTO patents (1976-2016). The task is: Predict the product of the given reaction. Given the reactants CN(C)CCCOC1C=CC(C2SC(NC3C=CC=CC=3)=NC=2)=CC=1.[S:26]1[CH:30]=[CH:29][C:28]([C:31]2[S:35][C:34]([NH:36][C:37]3[CH:42]=[CH:41][C:40]([OH:43])=[CH:39][C:38]=3[C:44]([F:47])([F:46])[F:45])=[N:33][CH:32]=2)=[CH:27]1.Cl.Cl[CH2:50][CH2:51][N:52]([CH2:55][CH3:56])[CH2:53][CH3:54], predict the reaction product. The product is: [CH2:51]([N:52]([CH2:55][CH3:56])[CH2:53][CH2:54][O:43][C:40]1[CH:41]=[CH:42][C:37]([NH:36][C:34]2[S:35][C:31]([C:28]3[CH:29]=[CH:30][S:26][CH:27]=3)=[CH:32][N:33]=2)=[C:38]([C:44]([F:47])([F:46])[F:45])[CH:39]=1)[CH3:50].